This data is from Catalyst prediction with 721,799 reactions and 888 catalyst types from USPTO. The task is: Predict which catalyst facilitates the given reaction. (1) Product: [CH2:23]([C:27]1[S:28][CH:29]=[C:30]([C:32]([N:34]2[CH2:39][C:38]3([CH2:40][CH2:41][N:42]([CH2:45][C:46]4[C:47]([F:55])=[C:48]([CH2:52][CH:53]=[O:54])[CH:49]=[CH:50][CH:51]=4)[CH2:43][CH2:44]3)[O:37][CH2:36][CH2:35]2)=[O:33])[N:31]=1)[CH2:24][CH2:25][CH3:26]. The catalyst class is: 124. Reactant: CC(OI1(OC(C)=O)(OC(C)=O)OC(=O)C2C=CC=CC1=2)=O.[CH2:23]([C:27]1[S:28][CH:29]=[C:30]([C:32]([N:34]2[CH2:39][C:38]3([CH2:44][CH2:43][N:42]([CH2:45][C:46]4[CH:51]=[CH:50][CH:49]=[C:48]([CH2:52][CH2:53][OH:54])[C:47]=4[F:55])[CH2:41][CH2:40]3)[O:37][CH2:36][CH2:35]2)=[O:33])[N:31]=1)[CH2:24][CH2:25][CH3:26].FC(F)(F)C(O)=O.S([O-])([O-])(=O)=S.[Na+].[Na+].C(=O)(O)[O-].[Na+]. (2) Reactant: [CH:1]1([CH2:6][CH:7]([C:11]2[CH:16]=[CH:15][C:14]([S:17][C:18]([F:21])([F:20])[F:19])=[CH:13][CH:12]=2)[C:8]([OH:10])=[O:9])[CH2:5][CH2:4][CH2:3][CH2:2]1.[CH3:22]O. Product: [CH3:22][O:9][C:8](=[O:10])[CH:7]([C:11]1[CH:16]=[CH:15][C:14]([S:17][C:18]([F:21])([F:19])[F:20])=[CH:13][CH:12]=1)[CH2:6][CH:1]1[CH2:5][CH2:4][CH2:3][CH2:2]1. The catalyst class is: 65. (3) Reactant: [C:1]1([NH:7][C:8]2[CH:9]=[C:10]([CH:15]=[CH:16][C:17]=2[O:18][CH3:19])[C:11]([O:13]C)=[O:12])[CH:6]=[CH:5][CH:4]=[CH:3][CH:2]=1.[OH-].[Na+]. Product: [C:1]1([NH:7][C:8]2[CH:9]=[C:10]([CH:15]=[CH:16][C:17]=2[O:18][CH3:19])[C:11]([OH:13])=[O:12])[CH:2]=[CH:3][CH:4]=[CH:5][CH:6]=1. The catalyst class is: 5. (4) Reactant: [H-].[Al+3].[Li+].[H-].[H-].[H-].C([O:9][C:10](=O)[CH2:11][C:12]1[N:13]=[C:14]([C:18]2[CH:23]=[CH:22][C:21]([C:24]([F:27])([F:26])[F:25])=[CH:20][CH:19]=2)[S:15][C:16]=1[CH3:17])C. Product: [OH:9][CH2:10][CH2:11][C:12]1[N:13]=[C:14]([C:18]2[CH:23]=[CH:22][C:21]([C:24]([F:27])([F:26])[F:25])=[CH:20][CH:19]=2)[S:15][C:16]=1[CH3:17]. The catalyst class is: 1. (5) Reactant: [CH2:1]([S:8][CH2:9][C:10](=[CH2:14])[C:11]([OH:13])=[O:12])[C:2]1[CH:7]=[CH:6][CH:5]=[CH:4][CH:3]=1.[S:15]1C=CC=C1CC(O)=O.[C:24]([O:27]CC)(=O)[CH3:25]. Product: [C:24]([S:15][CH2:14][CH:10]([CH2:9][S:8][CH2:1][C:2]1[CH:7]=[CH:6][CH:5]=[CH:4][CH:3]=1)[C:11]([OH:13])=[O:12])(=[O:27])[CH3:25]. The catalyst class is: 2.